Task: Predict the reaction yield, written as a fraction of the theoretical maximum amount of product (1.0 means a 100% yield; for example, 0.34 means a 34% yield).. Dataset: Reaction yield outcomes from USPTO patents with 853,638 reactions (1) The product is [NH:14]1[C:22]2[C:17](=[CH:18][CH:19]=[CH:20][CH:21]=2)[CH:16]=[C:15]1[C:23]1[C:24]([O:33][CH3:34])=[CH:25][C:26]([O:31][CH3:32])=[C:27](/[CH:28]=[CH:2]/[C:1]([C:4]2[CH:5]=[CH:6][C:7]([S:10]([NH2:13])(=[O:11])=[O:12])=[CH:8][CH:9]=2)=[O:3])[CH:30]=1. No catalyst specified. The reactants are [C:1]([C:4]1[CH:9]=[CH:8][C:7]([S:10]([NH2:13])(=[O:12])=[O:11])=[CH:6][CH:5]=1)(=[O:3])[CH3:2].[NH:14]1[C:22]2[C:17](=[CH:18][CH:19]=[CH:20][CH:21]=2)[CH:16]=[C:15]1[C:23]1[C:24]([O:33][CH3:34])=[CH:25][C:26]([O:31][CH3:32])=[C:27]([CH:30]=1)[CH:28]=O. The yield is 0.700. (2) The reactants are [C:1]([C:5]1[CH:10]=[CH:9][C:8]([N+:11]([O-])=O)=[CH:7][C:6]=1[S:14]([NH2:17])(=[O:16])=[O:15])([CH3:4])([CH3:3])[CH3:2].O.O.Cl[Sn]Cl.C([O-])(O)=O.[Na+]. The catalyst is CCO.CCOC(C)=O.O. The product is [C:1]([C:5]1[CH:10]=[CH:9][C:8]([NH2:11])=[CH:7][C:6]=1[S:14]([NH2:17])(=[O:15])=[O:16])([CH3:4])([CH3:2])[CH3:3]. The yield is 1.00.